Dataset: Forward reaction prediction with 1.9M reactions from USPTO patents (1976-2016). Task: Predict the product of the given reaction. (1) The product is: [F:40][C:36]1[CH:37]=[CH:38][CH:39]=[C:2]([F:1])[C:3]=1[O:4][C:5]1[CH:6]=[N:7][N:8]([CH:12]([CH2:29][CH:30]2[CH2:31][CH2:32][O:33][CH2:34][CH2:35]2)[C:13]([NH:15][C:16]2[CH:20]=[C:19]([CH3:21])[N:18]([CH2:22][CH:23]([OH:25])[CH3:24])[N:17]=2)=[O:14])[C:9](=[O:11])[CH:10]=1. Given the reactants [F:1][C:2]1[CH:39]=[CH:38][CH:37]=[C:36]([F:40])[C:3]=1[O:4][C:5]1[CH:6]=[N:7][N:8]([CH:12]([CH2:29][CH:30]2[CH2:35][CH2:34][O:33][CH2:32][CH2:31]2)[C:13]([NH:15][C:16]2[CH:20]=[C:19]([CH3:21])[N:18]([CH2:22][CH:23]([O:25]C(=O)C)[CH3:24])[N:17]=2)=[O:14])[C:9](=[O:11])[CH:10]=1.O.[OH-].[Li+], predict the reaction product. (2) Given the reactants C(OC([N:8]([C:13]1[CH:14]=[C:15]([CH:49]=[CH:50][C:51]=1[O:52][CH3:53])[C:16]([O:18][CH2:19][C:20]([O:22][C@H:23]([C:34]1[CH:39]=[CH:38][C:37]([O:40][CH:41]([F:43])[F:42])=[C:36]([O:44][CH2:45][CH:46]2[CH2:48][CH2:47]2)[CH:35]=1)[CH2:24][C:25]1[C:30]([Cl:31])=[CH:29][N+:28]([O-:32])=[CH:27][C:26]=1[Cl:33])=[O:21])=[O:17])[S:9]([CH3:12])(=[O:11])=[O:10])=O)(C)(C)C.O1CCOCC1, predict the reaction product. The product is: [Cl:33][C:26]1[CH:27]=[N+:28]([O-:32])[CH:29]=[C:30]([Cl:31])[C:25]=1[CH2:24][C@@H:23]([C:34]1[CH:39]=[CH:38][C:37]([O:40][CH:41]([F:42])[F:43])=[C:36]([O:44][CH2:45][CH:46]2[CH2:47][CH2:48]2)[CH:35]=1)[O:22][C:20](=[O:21])[CH2:19][O:18][C:16](=[O:17])[C:15]1[CH:49]=[CH:50][C:51]([O:52][CH3:53])=[C:13]([NH:8][S:9]([CH3:12])(=[O:11])=[O:10])[CH:14]=1. (3) The product is: [CH:1]1([O:7][S:16]([C:19]2[CH:25]=[CH:24][C:22]([CH3:23])=[CH:21][CH:20]=2)(=[O:18])=[O:17])[CH2:6][CH2:5][CH2:4][CH2:3][CH2:2]1. Given the reactants [CH:1]1([OH:7])[CH2:6][CH2:5][CH2:4][CH2:3][CH2:2]1.N12CCN(CC1)CC2.[S:16](Cl)([C:19]1[CH:25]=[CH:24][C:22]([CH3:23])=[CH:21][CH:20]=1)(=[O:18])=[O:17], predict the reaction product. (4) Given the reactants [Cl:1][C:2]1[CH:7]=[C:6]([C:8](=O)[CH2:9][C@H:10]([C:18]2[CH:23]=[CH:22][C:21]([C:24]3[CH:29]=[CH:28][C:27]([C:30]([OH:32])=[O:31])=[CH:26][CH:25]=3)=[CH:20][CH:19]=2)[C:11]2[CH:16]=[CH:15][CH:14]=[CH:13][C:12]=2[CH3:17])[CH:5]=[CH:4][N:3]=1.Cl.[NH2:35][OH:36].C(=O)([O-])O.[Na+], predict the reaction product. The product is: [Cl:1][C:2]1[CH:7]=[C:6](/[C:8](=[N:35]/[OH:36])/[CH2:9][C@H:10]([C:18]2[CH:19]=[CH:20][C:21]([C:24]3[CH:29]=[CH:28][C:27]([C:30]([OH:32])=[O:31])=[CH:26][CH:25]=3)=[CH:22][CH:23]=2)[C:11]2[CH:16]=[CH:15][CH:14]=[CH:13][C:12]=2[CH3:17])[CH:5]=[CH:4][N:3]=1. (5) Given the reactants Br[C:2]1[CH:3]=[C:4]2[C:9](=[CH:10][CH:11]=1)[N:8]=[C:7]([O:12][CH3:13])[C:6]([CH2:14][C:15]1[CH:20]=[CH:19][C:18]([C:21]([F:24])([F:23])[F:22])=[CH:17][CH:16]=1)=[C:5]2[Cl:25].[Li]CCCC.[CH3:31][N:32]1[C:36]([CH:37]=[O:38])=[CH:35][N:34]=[CH:33]1.C(=O)=O, predict the reaction product. The product is: [Cl:25][C:5]1[C:4]2[C:9](=[CH:10][CH:11]=[C:2]([CH:37]([C:36]3[N:32]([CH3:31])[CH:33]=[N:34][CH:35]=3)[OH:38])[CH:3]=2)[N:8]=[C:7]([O:12][CH3:13])[C:6]=1[CH2:14][C:15]1[CH:20]=[CH:19][C:18]([C:21]([F:24])([F:23])[F:22])=[CH:17][CH:16]=1. (6) The product is: [CH3:4][NH:1][C:2]([N:14]1[CH2:15][CH:16]=[C:17]([C:20]2[CH:25]=[CH:24][C:23]([NH:26][C:27]([N:29]3[CH2:38][CH2:37][C:36]4[C:31](=[CH:32][CH:33]=[CH:34][CH:35]=4)[CH2:30]3)=[O:28])=[CH:22][CH:21]=2)[CH2:18][CH2:19]1)=[O:3]. Given the reactants [N:1]([C:4]1C=CC(C(OC)=O)=CC=1)=[C:2]=[O:3].[NH:14]1[CH2:19][CH:18]=[C:17]([C:20]2[CH:25]=[CH:24][C:23]([NH:26][C:27]([N:29]3[CH2:38][CH2:37][C:36]4[C:31](=[CH:32][CH:33]=[CH:34][CH:35]=4)[CH2:30]3)=[O:28])=[CH:22][CH:21]=2)[CH2:16][CH2:15]1.C1C2C(=CC=CC=2)CCN1, predict the reaction product.